Dataset: Forward reaction prediction with 1.9M reactions from USPTO patents (1976-2016). Task: Predict the product of the given reaction. (1) Given the reactants [N:1]1([C:7]([C:9]2[CH:14]=[CH:13][C:12](B(O)O)=[CH:11][CH:10]=2)=[O:8])[CH2:6][CH2:5][O:4][CH2:3][CH2:2]1.Br[C:19]1[CH:24]=[CH:23][C:22]([O:25][CH2:26][CH:27]2[CH2:32][CH2:31][N:30]([C:33]([O:35][CH:36]([CH3:38])[CH3:37])=[O:34])[CH2:29][CH2:28]2)=[CH:21][CH:20]=1, predict the reaction product. The product is: [N:1]1([C:7]([C:9]2[CH:14]=[CH:13][C:12]([C:19]3[CH:20]=[CH:21][C:22]([O:25][CH2:26][CH:27]4[CH2:28][CH2:29][N:30]([C:33]([O:35][CH:36]([CH3:38])[CH3:37])=[O:34])[CH2:31][CH2:32]4)=[CH:23][CH:24]=3)=[CH:11][CH:10]=2)=[O:8])[CH2:6][CH2:5][O:4][CH2:3][CH2:2]1. (2) Given the reactants [CH3:1][O:2][C:3]1[C:8]([NH:9][S:10]([CH3:13])(=[O:12])=[O:11])=[CH:7][C:6](B2OC(C)(C)C(C)(C)O2)=[CH:5][N:4]=1.C(=O)([O-])[O-].[Na+].[Na+].Br[C:30]1[CH:31]=[C:32]([NH:45][C:46]([C:48]2[CH:52]=[CH:51][N:50]([CH2:53][CH:54]3[CH2:59][CH2:58][O:57][CH2:56][CH2:55]3)[N:49]=2)=[O:47])[C:33]2[C:37]([CH:38]=1)=[N:36][N:35](C1CCCCO1)[CH:34]=2.O, predict the reaction product. The product is: [CH3:1][O:2][C:3]1[N:4]=[CH:5][C:6]([C:30]2[CH:38]=[C:37]3[C:33]([CH:34]=[N:35][NH:36]3)=[C:32]([NH:45][C:46]([C:48]3[CH:52]=[CH:51][N:50]([CH2:53][CH:54]4[CH2:55][CH2:56][O:57][CH2:58][CH2:59]4)[N:49]=3)=[O:47])[CH:31]=2)=[CH:7][C:8]=1[NH:9][S:10]([CH3:13])(=[O:11])=[O:12].